Dataset: Catalyst prediction with 721,799 reactions and 888 catalyst types from USPTO. Task: Predict which catalyst facilitates the given reaction. (1) Product: [CH3:1][O:2][C:3]1[CH:4]=[CH:5][C:6]([C:7]([CH:9]2[CH2:14][CH2:13][N:12]([CH:15]3[CH2:19][CH2:18][N:17]([CH2:24][C:25]#[N:26])[C:16]3=[O:20])[CH2:11][CH2:10]2)=[O:8])=[CH:21][CH:22]=1. The catalyst class is: 118. Reactant: [CH3:1][O:2][C:3]1[CH:22]=[CH:21][C:6]([C:7]([CH:9]2[CH2:14][CH2:13][N:12]([CH:15]3[CH2:19][CH2:18][NH:17][C:16]3=[O:20])[CH2:11][CH2:10]2)=[O:8])=[CH:5][CH:4]=1.Cl[CH2:24][C:25]#[N:26].[H-].[Na+]. (2) Reactant: CC(OC1CCCCO1)(C)C#C[C:5](=[O:11])[C:6]([O:8]CC)=[O:7].[C:20]1([CH:26]2[CH2:30][S:29][C:28](=[S:31])[S:27]2)[CH:25]=CC=C[CH:21]=1.C(Cl)Cl. Product: [CH3:25][C:20]1([CH3:21])[C:26]2[S:27][C:28](=[S:31])[S:29][C:30]=2[C:5](=[O:11])[C:6](=[O:7])[O:8]1. The catalyst class is: 113.